This data is from Full USPTO retrosynthesis dataset with 1.9M reactions from patents (1976-2016). The task is: Predict the reactants needed to synthesize the given product. (1) Given the product [Cl:14][C:11]1[CH:10]=[CH:9][C:8]([C:7]2[N:25]([C:22]3[CH:23]=[CH:24][C:19]([S:18][CH3:17])=[CH:20][CH:21]=3)[N:26]=[C:4]([CH3:5])[N:6]=2)=[CH:13][CH:12]=1, predict the reactants needed to synthesize it. The reactants are: C(O[C:4](=[N:6][C:7](=O)[C:8]1[CH:13]=[CH:12][C:11]([Cl:14])=[CH:10][CH:9]=1)[CH3:5])C.Cl.[CH3:17][S:18][C:19]1[CH:24]=[CH:23][C:22]([NH:25][NH2:26])=[CH:21][CH:20]=1.C(N(CC)CC)C.O. (2) Given the product [Br:19][C:20]1[CH:21]=[C:22]([C:35]2[CH:36]=[CH:37][CH:38]=[CH:39][CH:40]=2)[CH:23]=[CH:24][C:25]=1[C:26]#[CH:27], predict the reactants needed to synthesize it. The reactants are: [F-].C([N+](CCCC)(CCCC)CCCC)CCC.[Br:19][C:20]1[CH:21]=[C:22]([C:35]2[CH:40]=[CH:39][CH:38]=[CH:37][CH:36]=2)[CH:23]=[CH:24][C:25]=1[C:26]#[C:27][Si](C(C)(C)C)(C)C. (3) Given the product [CH2:24]([O:11][C:10]1[C:9]([F:12])=[C:8]([C:13]2[CH:22]=[N:21][C:20]3[NH:19][CH2:18][CH2:17][O:16][C:15]=3[CH:14]=2)[CH:7]=[CH:6][C:5]=1[CH:1]1[CH2:2][CH2:3][CH2:4]1)[C:25]1[CH:30]=[CH:29][CH:28]=[CH:27][CH:26]=1, predict the reactants needed to synthesize it. The reactants are: [CH:1]1([C:5]2[C:10]([OH:11])=[C:9]([F:12])[C:8]([C:13]3[CH:22]=[N:21][C:20]4[NH:19][CH2:18][CH2:17][O:16][C:15]=4[CH:14]=3)=[CH:7][CH:6]=2)[CH2:4][CH2:3][CH2:2]1.Br[CH2:24][C:25]1[CH:30]=[CH:29][CH:28]=[CH:27][CH:26]=1. (4) Given the product [Cl:1][C:2]1[N:3]=[C:4]([N:18]([CH3:17])[C@@H:19]([CH3:22])[CH2:20][OH:21])[CH:5]=[C:6]([Cl:8])[N:7]=1, predict the reactants needed to synthesize it. The reactants are: [Cl:1][C:2]1[N:7]=[C:6]([Cl:8])[CH:5]=[C:4](Cl)[N:3]=1.C(N(CC)CC)C.[CH3:17][NH:18][C@@H:19]([CH3:22])[CH2:20][OH:21].